This data is from Forward reaction prediction with 1.9M reactions from USPTO patents (1976-2016). The task is: Predict the product of the given reaction. (1) Given the reactants [CH3:1][C:2]1[C:3]([CH3:21])=[CH:4][C:5]2[N:14]([CH2:15][CH:16]=O)[C:13]3[C:8]([C:9](=[O:19])[NH:10][C:11](=[O:18])[N:12]=3)=[N:7][C:6]=2[CH:20]=1.[NH2:22][CH2:23][C:24]1[CH:32]=[CH:31][C:27]([C:28]([OH:30])=[O:29])=[CH:26][CH:25]=1.C(O)(=O)C.C([BH3-])#N.[Na+], predict the reaction product. The product is: [CH3:1][C:2]1[C:3]([CH3:21])=[CH:4][C:5]2[N:14]([CH2:15][CH2:16][NH:22][CH2:23][C:24]3[CH:25]=[CH:26][C:27]([C:28]([OH:30])=[O:29])=[CH:31][CH:32]=3)[C:13]3[C:8]([C:9](=[O:19])[NH:10][C:11](=[O:18])[N:12]=3)=[N:7][C:6]=2[CH:20]=1. (2) Given the reactants CN(C(ON1N=NC2C=CC=NC1=2)=[N+](C)C)C.F[P-](F)(F)(F)(F)F.Cl.[NH2:26][C@@H:27]([CH:52]([CH3:54])[CH3:53])[C:28]([N:30]1[CH2:34][C@H:33]([OH:35])[CH2:32][C@H:31]1[C:36]([NH:38][CH2:39][C:40]1[CH:45]=[CH:44][C:43]([C:46]2[S:50][CH:49]=[N:48][C:47]=2[CH3:51])=[CH:42][CH:41]=1)=[O:37])=[O:29].[OH:55][C:56]1[CH:57]=[CH:58][C:59]2[C@@H:60]3[C@@H:68]([C@H:69]([CH2:73][CH2:74][CH2:75][CH2:76][O:77][CH2:78][CH2:79][O:80][CH2:81][CH2:82][O:83][CH2:84][CH2:85][O:86][CH2:87][CH2:88][O:89][CH2:90][C:91](O)=[O:92])[CH2:70][C:71]=2[CH:72]=1)[C@H:67]1[C@@:63]([CH3:95])([C@@H:64]([OH:94])[CH2:65][CH2:66]1)[CH2:62][CH2:61]3.CCN(C(C)C)C(C)C, predict the reaction product. The product is: [OH:55][C:56]1[CH:57]=[CH:58][C:59]2[C@@H:60]3[C@@H:68]([C@H:69]([CH2:73][CH2:74][CH2:75][CH2:76][O:77][CH2:78][CH2:79][O:80][CH2:81][CH2:82][O:83][CH2:84][CH2:85][O:86][CH2:87][CH2:88][O:89][CH2:90][C:91](=[O:92])[NH:26][C@@H:27]([CH:52]([CH3:54])[CH3:53])[C:28]([N:30]4[CH2:34][C@H:33]([OH:35])[CH2:32][C@H:31]4[C:36]([NH:38][CH2:39][C:40]4[CH:45]=[CH:44][C:43]([C:46]5[S:50][CH:49]=[N:48][C:47]=5[CH3:51])=[CH:42][CH:41]=4)=[O:37])=[O:29])[CH2:70][C:71]=2[CH:72]=1)[C@H:67]1[C@@:63]([CH3:95])([C@@H:64]([OH:94])[CH2:65][CH2:66]1)[CH2:62][CH2:61]3. (3) Given the reactants F[C:2]1C=CC(N2C=C(CO)N=C2)=CC=1.C([SiH2]O[C:21]([CH3:35])(C)[C:22]1[N:23]=[CH:24][N:25]([C:27]2[CH:32]=[CH:31][C:30]([F:33])=[CH:29][CH:28]=2)[CH:26]=1)(C)(C)C.CN(C=O)C.N1C=CN=C1.C([Si](C)(C)Cl)(C)(C)C, predict the reaction product. The product is: [C:21]([C:22]1[N:23]=[C:24]([CH3:2])[N:25]([C:27]2[CH:32]=[CH:31][C:30]([F:33])=[CH:29][CH:28]=2)[CH:26]=1)#[CH:35].